Dataset: Full USPTO retrosynthesis dataset with 1.9M reactions from patents (1976-2016). Task: Predict the reactants needed to synthesize the given product. (1) Given the product [CH2:1]([O:3][C:4](=[O:28])[CH2:5][C:6]1[CH:11]=[CH:10][C:9]([O:12][CH3:13])=[C:8]([O:14][C:15]2[CH:20]=[CH:19][C:18]([NH:21][C:32](=[O:33])[C:31]3[CH:35]=[CH:36][CH:37]=[CH:38][C:30]=3[F:29])=[CH:17][C:16]=2[CH2:22][S:23][C:24]([CH3:27])([CH3:26])[CH3:25])[CH:7]=1)[CH3:2], predict the reactants needed to synthesize it. The reactants are: [CH2:1]([O:3][C:4](=[O:28])[CH2:5][C:6]1[CH:11]=[CH:10][C:9]([O:12][CH3:13])=[C:8]([O:14][C:15]2[CH:20]=[CH:19][C:18]([NH2:21])=[CH:17][C:16]=2[CH2:22][S:23][C:24]([CH3:27])([CH3:26])[CH3:25])[CH:7]=1)[CH3:2].[F:29][C:30]1[CH:38]=[CH:37][CH:36]=[CH:35][C:31]=1[C:32](Cl)=[O:33]. (2) Given the product [C:1]([O-:24])(=[O:23])[CH2:2][CH2:3][CH2:4][CH2:5][CH2:6][CH2:7][CH2:8][CH2:9][CH2:10][CH2:11][CH2:12][CH2:13][CH2:14][CH2:15][CH2:16][CH2:17][CH2:18][CH2:19][CH2:20][CH2:21][CH3:22].[Na+:48], predict the reactants needed to synthesize it. The reactants are: [C:1]([OH:24])(=[O:23])[CH2:2][CH2:3][CH2:4][CH2:5][CH2:6][CH2:7][CH2:8][CH2:9][CH2:10][CH2:11][CH2:12][CH2:13][CH2:14][CH2:15][CH2:16][CH2:17][CH2:18][CH2:19][CH2:20][CH2:21][CH3:22].C(O)(=O)CCCCCCCCCCCCCCCCCCC.[OH-].[Na+:48].[N+]([O-])(O)=O. (3) Given the product [ClH:24].[NH2:15][C@@:3]([C:5]1[CH:10]=[CH:9][CH:8]=[C:7]([C:11]([F:12])([F:13])[F:14])[CH:6]=1)([CH3:4])[C:2]([NH2:1])=[O:23], predict the reactants needed to synthesize it. The reactants are: [NH2:1][C:2](=[O:23])[C@:3]([NH:15]C(=O)OC(C)(C)C)([C:5]1[CH:10]=[CH:9][CH:8]=[C:7]([C:11]([F:14])([F:13])[F:12])[CH:6]=1)[CH3:4].[ClH:24]. (4) Given the product [Cl:23][CH2:8][C:7]1[C:2]([CH3:1])=[N:3][C:4]([C:10]2[CH:15]=[CH:14][C:13]([O:16][C:17]([F:20])([F:19])[F:18])=[CH:12][CH:11]=2)=[CH:5][CH:6]=1, predict the reactants needed to synthesize it. The reactants are: [CH3:1][C:2]1[C:7]([CH2:8]O)=[CH:6][CH:5]=[C:4]([C:10]2[CH:15]=[CH:14][C:13]([O:16][C:17]([F:20])([F:19])[F:18])=[CH:12][CH:11]=2)[N:3]=1.O=S(Cl)[Cl:23]. (5) Given the product [Br:17][CH:14]([CH2:13][CH2:12][N:3]1[C:4](=[O:11])[C:5]2[C:10](=[CH:9][CH:8]=[CH:7][CH:6]=2)[C:2]1=[O:1])[CH:15]=[O:16], predict the reactants needed to synthesize it. The reactants are: [O:1]=[C:2]1[C:10]2[C:5](=[CH:6][CH:7]=[CH:8][CH:9]=2)[C:4](=[O:11])[N:3]1[CH2:12][CH2:13][CH2:14][CH:15]=[O:16].[Br:17]C1(Br)C(=O)NC(=O)NC1=O.O. (6) Given the product [F:23][C:16]1[CH:17]=[C:18]([CH:21]=[CH:22][C:15]=1[N:12]1[CH:13]=[CH:14][C:9]([OH:8])=[CH:10][C:11]1=[O:24])[C:19]#[N:20], predict the reactants needed to synthesize it. The reactants are: C([O:8][C:9]1[CH:14]=[CH:13][N:12]([C:15]2[CH:22]=[CH:21][C:18]([C:19]#[N:20])=[CH:17][C:16]=2[F:23])[C:11](=[O:24])[CH:10]=1)C1C=CC=CC=1.